Dataset: Catalyst prediction with 721,799 reactions and 888 catalyst types from USPTO. Task: Predict which catalyst facilitates the given reaction. (1) Reactant: [ClH:1].CCOC(C)=O.[CH3:8][C:9]1[N:14]=[C:13]([N:15]2[CH2:20][CH2:19][CH:18]([CH2:21][CH2:22][CH:23]3[CH2:28][CH2:27][N:26](C(OC(C)(C)C)=O)[CH2:25][CH2:24]3)[CH2:17][CH2:16]2)[CH:12]=[CH:11][CH:10]=1. Product: [ClH:1].[ClH:1].[CH3:8][C:9]1[CH:10]=[CH:11][CH:12]=[C:13]([N:15]2[CH2:20][CH2:19][CH:18]([CH2:21][CH2:22][CH:23]3[CH2:28][CH2:27][NH:26][CH2:25][CH2:24]3)[CH2:17][CH2:16]2)[N:14]=1. The catalyst class is: 25. (2) Reactant: [CH3:1][N:2]1[CH2:7][CH2:6][N:5]([C:8]2[C:16]3[C:11](=[CH:12][CH:13]=[C:14]([C:17]([O-:19])=O)[CH:15]=3)[NH:10][N:9]=2)[CH2:4][CH2:3]1.[Li+].[CH2:21](Cl)CCl.C1C=CC2N(O)N=NC=2C=1.CCN(CC)CC.[CH2:42]([O:49][C:50]1[CH:56]=[CH:55][C:53]([NH2:54])=[CH:52][CH:51]=1)[C:43]1[CH:48]=[CH:47][CH:46]=[CH:45][CH:44]=1.Cl. Product: [CH2:42]([O:49][C:50]1[CH:51]=[CH:52][C:53]([NH:54][C:17]([C:14]2[CH:15]=[C:16]3[C:11](=[CH:12][CH:13]=2)[N:10]([CH3:21])[N:9]=[C:8]3[N:5]2[CH2:4][CH2:3][N:2]([CH3:1])[CH2:7][CH2:6]2)=[O:19])=[CH:55][CH:56]=1)[C:43]1[CH:44]=[CH:45][CH:46]=[CH:47][CH:48]=1. The catalyst class is: 39.